Dataset: NCI-60 drug combinations with 297,098 pairs across 59 cell lines. Task: Regression. Given two drug SMILES strings and cell line genomic features, predict the synergy score measuring deviation from expected non-interaction effect. Drug 1: CN(C)N=NC1=C(NC=N1)C(=O)N. Drug 2: CN(C(=O)NC(C=O)C(C(C(CO)O)O)O)N=O. Cell line: OVCAR3. Synergy scores: CSS=0.314, Synergy_ZIP=0.263, Synergy_Bliss=2.44, Synergy_Loewe=-5.98, Synergy_HSA=-1.40.